Dataset: NCI-60 drug combinations with 297,098 pairs across 59 cell lines. Task: Regression. Given two drug SMILES strings and cell line genomic features, predict the synergy score measuring deviation from expected non-interaction effect. Drug 1: CNC(=O)C1=NC=CC(=C1)OC2=CC=C(C=C2)NC(=O)NC3=CC(=C(C=C3)Cl)C(F)(F)F. Drug 2: C1CC(=O)NC(=O)C1N2C(=O)C3=CC=CC=C3C2=O. Cell line: A549. Synergy scores: CSS=-1.93, Synergy_ZIP=3.00, Synergy_Bliss=5.65, Synergy_Loewe=3.41, Synergy_HSA=1.16.